The task is: Predict the reactants needed to synthesize the given product.. This data is from Full USPTO retrosynthesis dataset with 1.9M reactions from patents (1976-2016). (1) Given the product [CH2:17]([O:16][C:14]([C:13]1[C:12]([C:19]2[CH:20]=[CH:21][CH:22]=[CH:23][CH:24]=2)=[CH:11][S:10][C:9]=1[NH:8][C:6]([C:5]1[CH:4]=[C:3]([CH:27]=[CH:26][CH:25]=1)[CH2:1][N:28]1[CH2:31][CH:30]([C:32]([OH:34])=[O:33])[CH2:29]1)=[O:7])=[O:15])[CH3:18], predict the reactants needed to synthesize it. The reactants are: [CH:1]([C:3]1[CH:4]=[C:5]([CH:25]=[CH:26][CH:27]=1)[C:6]([NH:8][C:9]1[S:10][CH:11]=[C:12]([C:19]2[CH:24]=[CH:23][CH:22]=[CH:21][CH:20]=2)[C:13]=1[C:14]([O:16][CH2:17][CH3:18])=[O:15])=[O:7])=O.[NH:28]1[CH2:31][CH:30]([C:32]([OH:34])=[O:33])[CH2:29]1.C([BH3-])#N.[Na+]. (2) Given the product [C:28]([C:27]1[CH:30]=[CH:31][C:24]([NH:23][C:10]2[N:11]=[C:12]([CH2:14][C:15]3[C:20]([Cl:21])=[CH:19][CH:18]=[CH:17][C:16]=3[Cl:22])[N:13]=[C:8]([NH:5][C:4]([NH2:6])=[NH:3])[N:9]=2)=[CH:25][CH:26]=1)#[N:29], predict the reactants needed to synthesize it. The reactants are: [OH-].[Na+].[NH2:3][C:4]([NH2:6])=[NH:5].Cl[C:8]1[N:13]=[C:12]([CH2:14][C:15]2[C:20]([Cl:21])=[CH:19][CH:18]=[CH:17][C:16]=2[Cl:22])[N:11]=[C:10]([NH:23][C:24]2[CH:31]=[CH:30][C:27]([C:28]#[N:29])=[CH:26][CH:25]=2)[N:9]=1. (3) Given the product [C:1]([C:3]1[CH:11]=[C:10]2[C:6]([CH:7]=[C:8]([C:22]([NH:38][S:35]([C:31]3[CH:32]=[CH:33][CH:34]=[C:29]([N+:26]([O-:28])=[O:27])[CH:30]=3)(=[O:37])=[O:36])=[O:23])[N:9]2[CH2:12][C:13]2[C:18]([CH3:19])=[CH:17][C:16]([CH3:20])=[CH:15][C:14]=2[CH3:21])=[CH:5][CH:4]=1)#[N:2], predict the reactants needed to synthesize it. The reactants are: [C:1]([C:3]1[CH:11]=[C:10]2[C:6]([CH:7]=[C:8]([C:22](O)=[O:23])[N:9]2[CH2:12][C:13]2[C:18]([CH3:19])=[CH:17][C:16]([CH3:20])=[CH:15][C:14]=2[CH3:21])=[CH:5][CH:4]=1)#[N:2].[Na+].[N+:26]([C:29]1[CH:30]=[C:31]([S:35]([NH-:38])(=[O:37])=[O:36])[CH:32]=[CH:33][CH:34]=1)([O-:28])=[O:27].CN(C(ON1N=NC2C=CC=NC1=2)=[N+](C)C)C.F[P-](F)(F)(F)(F)F.C([O-])([O-])=O.[K+].[K+].